This data is from Forward reaction prediction with 1.9M reactions from USPTO patents (1976-2016). The task is: Predict the product of the given reaction. (1) Given the reactants CS(C)=O.C(Cl)(=O)C(Cl)=O.[N+:11]([C:14]1[CH:19]=[CH:18][C:17]([N:20]2[CH2:25][CH2:24][CH2:23][CH2:22][CH2:21]2)=[CH:16][C:15]=1[CH:26]([C:28]1[N:29]([S:41]([C:44]2[CH:49]=[CH:48][CH:47]=[CH:46][CH:45]=2)(=[O:43])=[O:42])[C:30]2[C:35]([CH:36]=1)=[CH:34][CH:33]=[C:32]([C:37]([F:40])([F:39])[F:38])[CH:31]=2)[OH:27])([O-:13])=[O:12].C(N(CC)CC)C, predict the reaction product. The product is: [N+:11]([C:14]1[CH:19]=[CH:18][C:17]([N:20]2[CH2:25][CH2:24][CH2:23][CH2:22][CH2:21]2)=[CH:16][C:15]=1[C:26]([C:28]1[N:29]([S:41]([C:44]2[CH:49]=[CH:48][CH:47]=[CH:46][CH:45]=2)(=[O:42])=[O:43])[C:30]2[C:35]([CH:36]=1)=[CH:34][CH:33]=[C:32]([C:37]([F:39])([F:40])[F:38])[CH:31]=2)=[O:27])([O-:13])=[O:12]. (2) Given the reactants [C:1]([C:3]1[CH:8]=[CH:7][C:6]([CH:9]2[C:14]3[C:15](=[O:18])[CH2:16][CH2:17][C:13]=3[N:12]([C:19]3[CH:24]=[CH:23][CH:22]=[C:21]([C:25]([F:28])([F:27])[F:26])[CH:20]=3)[C:11](=[O:29])[N:10]2[CH2:30][CH2:31][O:32]C(=O)C)=[C:5]([S:36]([CH3:39])(=[O:38])=[O:37])[CH:4]=1)#[N:2].FC(F)(F)C(O)=O, predict the reaction product. The product is: [OH:32][CH2:31][CH2:30][N:10]1[CH:9]([C:6]2[CH:7]=[CH:8][C:3]([C:1]#[N:2])=[CH:4][C:5]=2[S:36]([CH3:39])(=[O:38])=[O:37])[C:14]2[C:15](=[O:18])[CH2:16][CH2:17][C:13]=2[N:12]([C:19]2[CH:24]=[CH:23][CH:22]=[C:21]([C:25]([F:26])([F:28])[F:27])[CH:20]=2)[C:11]1=[O:29]. (3) The product is: [S:1]1[CH:5]=[CH:4][C:3]2[CH:6]=[CH:7][CH:8]=[C:9]([CH:10]=[O:11])[C:2]1=2. Given the reactants [S:1]1[CH:5]=[CH:4][C:3]2[CH:6]=[CH:7][CH:8]=[C:9]([CH2:10][OH:11])[C:2]1=2, predict the reaction product.